Dataset: Full USPTO retrosynthesis dataset with 1.9M reactions from patents (1976-2016). Task: Predict the reactants needed to synthesize the given product. Given the product [CH:18]([O:9][C:5]1[CH:4]=[C:3]([CH:8]=[CH:7][CH:6]=1)[N:2]([CH3:10])[CH3:1])([CH3:20])[CH3:19], predict the reactants needed to synthesize it. The reactants are: [CH3:1][N:2]([CH3:10])[C:3]1[CH:4]=[C:5]([OH:9])[CH:6]=[CH:7][CH:8]=1.C([O-])([O-])=O.[K+].[K+].I[CH:18]([CH3:20])[CH3:19].